Dataset: Forward reaction prediction with 1.9M reactions from USPTO patents (1976-2016). Task: Predict the product of the given reaction. (1) Given the reactants [Br:1][C:2]1[CH:3]=[C:4]([CH:8]=[CH:9][C:10]=1[CH3:11])[C:5](O)=[O:6].[Cl-].[NH4+].CC[N:16](CC)CC, predict the reaction product. The product is: [Br:1][C:2]1[CH:3]=[C:4]([CH:8]=[CH:9][C:10]=1[CH3:11])[C:5]([NH2:16])=[O:6]. (2) Given the reactants [CH3:1][C@@:2]1([CH2:13][N:14]2[CH2:19][CH2:18][N:17]([NH:20]C(=O)OC(C)(C)C)[CH2:16][CH2:15]2)[O:6][C:5]2=[N:7][C:8]([N+:10]([O-:12])=[O:11])=[CH:9][N:4]2[CH2:3]1.FC(F)(F)C(O)=O.C(N(CC)CC)C.[CH3:42][C:43]([C:45]1[CH:50]=[CH:49][C:48]([Cl:51])=[CH:47][CH:46]=1)=O, predict the reaction product. The product is: [Cl:51][C:48]1[CH:49]=[CH:50][C:45]([C:43](=[N:20][N:17]2[CH2:16][CH2:15][N:14]([CH2:13][C@:2]3([CH3:1])[O:6][C:5]4=[N:7][C:8]([N+:10]([O-:12])=[O:11])=[CH:9][N:4]4[CH2:3]3)[CH2:19][CH2:18]2)[CH3:42])=[CH:46][CH:47]=1. (3) Given the reactants [F:1][C:2]1[CH:3]=[N:4][C:5]([NH2:8])=[N:6][CH:7]=1.[H-].[Na+].[Cl:11][C:12]1[C:17]([N+:18]([O-:20])=[O:19])=[C:16](Cl)[CH:15]=[C:14]([CH3:22])[N:13]=1.C(O)C, predict the reaction product. The product is: [Cl:11][C:12]1[C:17]([N+:18]([O-:20])=[O:19])=[C:16]([NH:8][C:5]2[N:6]=[CH:7][C:2]([F:1])=[CH:3][N:4]=2)[CH:15]=[C:14]([CH3:22])[N:13]=1. (4) Given the reactants [Cl:1][C:2]1[S:6][C:5]([C:7]([NH:9][C:10]2[CH:18]=[CH:17][CH:16]=[C:15]3[C:11]=2[C:12](=[O:24])[N:13]([CH2:20][C:21]([OH:23])=O)[C:14]3=[O:19])=[O:8])=[CH:4][CH:3]=1.O.O[N:27]1[C:31]2[CH:32]=[CH:33][CH:34]=[CH:35]C=2N=N1.CN(C)CCCN=[C:42]=[N:43][CH2:44][CH3:45].[CH:47]([N:50](C(C)C)CC)(C)C, predict the reaction product. The product is: [Cl:1][C:2]1[S:6][C:5]([C:7]([NH:9][C:10]2[CH:18]=[CH:17][CH:16]=[C:15]3[C:11]=2[C:12](=[O:24])[N:13]([CH2:20][C:21](=[O:23])[N:43]2[CH2:42][CH2:47][N:50]([C:33]4[CH:32]=[CH:31][N:27]=[CH:35][CH:34]=4)[CH2:45][CH2:44]2)[C:14]3=[O:19])=[O:8])=[CH:4][CH:3]=1. (5) Given the reactants [C:1]([O:5][C:6](=[O:26])[C:7]([CH:9]([C:11]1[O:12][C:13]([C:16]([O:18][CH2:19][C:20]2[CH:25]=[CH:24][CH:23]=[CH:22][CH:21]=2)=[O:17])=[CH:14][CH:15]=1)O)=[CH2:8])([CH3:4])([CH3:3])[CH3:2].[CH:27]([O-:32])([O-])[O:28][CH2:29][CH3:30].[C:33](O)(=O)CC, predict the reaction product. The product is: [CH2:29]([O:28][C:27](=[O:32])[CH2:33][CH2:8][C:7]([C:6]([O:5][C:1]([CH3:4])([CH3:3])[CH3:2])=[O:26])=[CH:9][C:11]1[O:12][C:13]([C:16]([O:18][CH2:19][C:20]2[CH:25]=[CH:24][CH:23]=[CH:22][CH:21]=2)=[O:17])=[CH:14][CH:15]=1)[CH3:30]. (6) Given the reactants C([O:8][C:9]1[CH:28]=[CH:27][C:12]([O:13][C@H:14]2[CH2:19][O:18][C@@H:17]([CH2:20][CH2:21][CH2:22][NH:23][C:24](=[O:26])[CH3:25])[O:16][CH2:15]2)=[CH:11][CH:10]=1)C1C=CC=CC=1, predict the reaction product. The product is: [OH:8][C:9]1[CH:10]=[CH:11][C:12]([O:13][C@H:14]2[CH2:15][O:16][C@@H:17]([CH2:20][CH2:21][CH2:22][NH:23][C:24](=[O:26])[CH3:25])[O:18][CH2:19]2)=[CH:27][CH:28]=1. (7) Given the reactants Cl[C:2]1[N:7]=[CH:6][N:5]=[C:4]([O:8][C:9]2[CH:14]=[CH:13][C:12]([NH:15][C:16](=[O:31])[NH:17][C:18]3[CH:19]=[C:20]([CH:24]=[C:25]([C:27]([F:30])([F:29])[F:28])[CH:26]=3)[C:21]([NH2:23])=[O:22])=[CH:11][CH:10]=2)[CH:3]=1.[CH3:32][NH2:33], predict the reaction product. The product is: [CH3:32][NH:33][C:2]1[N:7]=[CH:6][N:5]=[C:4]([O:8][C:9]2[CH:14]=[CH:13][C:12]([NH:15][C:16](=[O:31])[NH:17][C:18]3[CH:19]=[C:20]([CH:24]=[C:25]([C:27]([F:30])([F:29])[F:28])[CH:26]=3)[C:21]([NH2:23])=[O:22])=[CH:11][CH:10]=2)[CH:3]=1. (8) Given the reactants [H-].[Na+].[CH3:3][O:4][C:5]1[CH:10]=[CH:9][C:8]([CH2:11][OH:12])=[CH:7][CH:6]=1.[Br:13][C:14]1[CH:15]=[C:16](Br)[C:17]2[N:18]([CH:20]=[C:21]([CH3:23])[N:22]=2)[CH:19]=1, predict the reaction product. The product is: [Br:13][C:14]1[CH:15]=[C:16]([O:12][CH2:11][C:8]2[CH:9]=[CH:10][C:5]([O:4][CH3:3])=[CH:6][CH:7]=2)[C:17]2[N:18]([CH:20]=[C:21]([CH3:23])[N:22]=2)[CH:19]=1. (9) Given the reactants Cl[C:2]([O:4][CH2:5][CH2:6][CH2:7][CH2:8][CH2:9][CH3:10])=[O:3].[CH:11]1[C:17]([NH2:18])=[N:16][C:14](=[O:15])[N:13]([C@@H:19]2[O:23][C@H:22]([CH2:24][OH:25])[C@@H:21]([OH:26])[C:20]2([F:28])[F:27])[CH:12]=1.Cl, predict the reaction product. The product is: [F:28][C:20]1([F:27])[C@H:21]([OH:26])[C@@H:22]([CH2:24][OH:25])[O:23][C@H:19]1[N:13]1[CH:12]=[CH:11][C:17]([NH:18][C:2]([O:4][CH2:5][CH2:6][CH2:7][CH2:8][CH2:9][CH3:10])=[O:3])=[N:16][C:14]1=[O:15]. (10) Given the reactants [NH2:1][C:2]1[N:7]=[C:6]([CH3:8])[C:5]([CH2:9][NH:10][C:11]([C:13]2[CH:14]=[N:15][N:16]([CH2:18][C:19]3[CH:24]=[CH:23][CH:22]=[CH:21][CH:20]=3)[CH:17]=2)=[O:12])=[C:4]([O:25][CH2:26][C:27]([OH:29])=O)[CH:3]=1.[CH3:30][NH2:31].C1COCC1, predict the reaction product. The product is: [NH2:1][C:2]1[N:7]=[C:6]([CH3:8])[C:5]([CH2:9][NH:10][C:11]([C:13]2[CH:14]=[N:15][N:16]([CH2:18][C:19]3[CH:20]=[CH:21][CH:22]=[CH:23][CH:24]=3)[CH:17]=2)=[O:12])=[C:4]([O:25][CH2:26][C:27]([NH:31][CH3:30])=[O:29])[CH:3]=1.